This data is from Reaction yield outcomes from USPTO patents with 853,638 reactions. The task is: Predict the reaction yield, written as a fraction of the theoretical maximum amount of product (1.0 means a 100% yield; for example, 0.34 means a 34% yield). (1) The reactants are [C:1]([N:8]1[CH2:14][CH2:13][CH2:12][C@H:9]1[CH2:10][OH:11])([O:3][C:4]([CH3:7])([CH3:6])[CH3:5])=[O:2].[H-].[Na+].CCO[C:20]([CH3:22])=[O:21].O.[CH3:24][N:25]([CH:27]=O)C. No catalyst specified. The product is [C:4]([O:3][C:1]([N:8]1[CH2:14][CH2:13][CH2:12][C@H:9]1[CH2:10][O:11][C:24]1[CH:6]=[CH:4][C:5]([C:20](=[O:21])[C:22]2[CH:14]=[CH:13][CH:12]=[CH:9][CH:10]=2)=[CH:27][N:25]=1)=[O:2])([CH3:7])([CH3:6])[CH3:5]. The yield is 0.290. (2) The product is [CH:3]#[C:4][CH:5]=[CH:6][C:7]#[C:8][CH2:9][CH2:10][CH2:11][CH3:12]. The catalyst is CO. The yield is 0.800. The reactants are C[Si](C)(C)[C:3]#[C:4][CH:5]=[CH:6][C:7]#[C:8][CH2:9][CH2:10][CH2:11][CH3:12].C([O-])([O-])=O.[K+].[K+]. (3) The yield is 0.890. The catalyst is C(O)(=O)C. The product is [C:30]([C:27]1[CH:28]=[CH:29][C:24]([NH:23][CH:17]([C:11]2[CH:10]=[C:9]([NH:8][CH:36]3[CH2:37][CH2:38][N:33]([CH3:32])[CH2:34][CH2:35]3)[CH:14]=[C:13]([CH2:15][CH3:16])[CH:12]=2)[C:18]([O:20][CH2:21][CH3:22])=[O:19])=[CH:25][CH:26]=1)#[N:31]. The reactants are [O-]S([O-])(=O)=O.[Na+].[Na+].[NH2:8][C:9]1[CH:10]=[C:11]([CH:17]([NH:23][C:24]2[CH:29]=[CH:28][C:27]([C:30]#[N:31])=[CH:26][CH:25]=2)[C:18]([O:20][CH2:21][CH3:22])=[O:19])[CH:12]=[C:13]([CH2:15][CH3:16])[CH:14]=1.[CH3:32][N:33]1[CH2:38][CH2:37][C:36](=O)[CH2:35][CH2:34]1.C([O-])(O)=O.[Na+]. (4) The reactants are [C:1]([C:3]1[N:4](C(OC(C)(C)C)=O)[C:5]([C:8]2[CH:9]=[C:10]3[C:14](=[C:15]([F:17])[CH:16]=2)[NH:13][C:12](=[O:18])[C:11]3([CH3:20])[CH3:19])=[CH:6][CH:7]=1)#[N:2]. The catalyst is CC(N(C)C)=O.C(OCC)(=O)C. The product is [F:17][C:15]1[CH:16]=[C:8]([C:5]2[NH:4][C:3]([C:1]#[N:2])=[CH:7][CH:6]=2)[CH:9]=[C:10]2[C:14]=1[NH:13][C:12](=[O:18])[C:11]2([CH3:20])[CH3:19]. The yield is 0.910. (5) The reactants are [Cl:1][C:2]1[C:3]([O:12][C:13]2[CH:18]=[C:17]([O:19][CH2:20][CH2:21][O:22][CH3:23])[CH:16]=[CH:15][C:14]=2[CH2:24][CH2:25][CH2:26][NH2:27])=[N:4][CH:5]=[C:6]([C:8]([F:11])([F:10])[F:9])[CH:7]=1.N1C=CC=CC=1.[Cl:34][C:35]1[CH:40]=[C:39]([Cl:41])[CH:38]=[CH:37][C:36]=1[S:42](Cl)(=[O:44])=[O:43].[Cl-].[NH4+]. The catalyst is C(OCC)(=O)C. The product is [Cl:34][C:35]1[CH:40]=[C:39]([Cl:41])[CH:38]=[CH:37][C:36]=1[S:42]([NH:27][CH2:26][CH2:25][CH2:24][C:14]1[CH:15]=[CH:16][C:17]([O:19][CH2:20][CH2:21][O:22][CH3:23])=[CH:18][C:13]=1[O:12][C:3]1[C:2]([Cl:1])=[CH:7][C:6]([C:8]([F:9])([F:11])[F:10])=[CH:5][N:4]=1)(=[O:44])=[O:43]. The yield is 0.350. (6) The reactants are C1(P(C2C=CC=CC=2)C2C=CC=CC=2)C=CC=CC=1.BrN1C(=O)CCC1=O.[Cl:28][C:29]1[CH:30]=[C:31]([CH:39]([CH2:43][CH:44]2[CH2:48][CH2:47][CH2:46][CH2:45]2)[C:40]([OH:42])=O)[CH:32]=[CH:33][C:34]=1[S:35]([CH3:38])(=[O:37])=[O:36].[NH2:49][C:50]1[CH:55]=[CH:54][C:53]([Br:56])=[CH:52][N:51]=1.N1C=CC=CC=1. The catalyst is C(Cl)Cl.O. The product is [Cl:28][C:29]1[CH:30]=[C:31]([CH:39]([CH2:43][CH:44]2[CH2:48][CH2:47][CH2:46][CH2:45]2)[C:40]([NH:49][C:50]2[CH:55]=[CH:54][C:53]([Br:56])=[CH:52][N:51]=2)=[O:42])[CH:32]=[CH:33][C:34]=1[S:35]([CH3:38])(=[O:36])=[O:37]. The yield is 0.830.